From a dataset of Forward reaction prediction with 1.9M reactions from USPTO patents (1976-2016). Predict the product of the given reaction. The product is: [NH2:24][C:12]1[CH:13]=[C:14]([CH:22]=[CH:23][C:11]=1[C:9]([NH:8][C:5]1[CH:4]=[CH:3][C:2]([Cl:1])=[CH:7][N:6]=1)=[O:10])[C:15]([O:17][C:18]([CH3:21])([CH3:20])[CH3:19])=[O:16]. Given the reactants [Cl:1][C:2]1[CH:3]=[CH:4][C:5]([NH:8][C:9]([C:11]2[CH:23]=[CH:22][C:14]([C:15]([O:17][C:18]([CH3:21])([CH3:20])[CH3:19])=[O:16])=[CH:13][C:12]=2[N+:24]([O-])=O)=[O:10])=[N:6][CH:7]=1, predict the reaction product.